From a dataset of Catalyst prediction with 721,799 reactions and 888 catalyst types from USPTO. Predict which catalyst facilitates the given reaction. (1) Reactant: [N+:1]([C:4]1[CH:5]=[C:6]([N:19]2[CH2:24][CH2:23][NH:22][CH2:21][CH2:20]2)[CH:7]=[CH:8][C:9]=1[S:10]([C:13]1[CH:18]=[CH:17][CH:16]=[CH:15][CH:14]=1)(=[O:12])=[O:11])([O-:3])=[O:2].[OH-].[Na+].[C:27](O[C:27]([O:29][C:30]([CH3:33])([CH3:32])[CH3:31])=[O:28])([O:29][C:30]([CH3:33])([CH3:32])[CH3:31])=[O:28].Cl. Product: [N+:1]([C:4]1[CH:5]=[C:6]([N:19]2[CH2:24][CH2:23][N:22]([C:27]([O:29][C:30]([CH3:33])([CH3:32])[CH3:31])=[O:28])[CH2:21][CH2:20]2)[CH:7]=[CH:8][C:9]=1[S:10]([C:13]1[CH:14]=[CH:15][CH:16]=[CH:17][CH:18]=1)(=[O:12])=[O:11])([O-:3])=[O:2]. The catalyst class is: 249. (2) The catalyst class is: 42. Product: [Cl:8][C:6]1[CH:5]=[C:4]([C:9]2([C:31]([F:33])([F:32])[F:34])[O:13][N:12]=[C:11]([C:14]3[CH:29]=[CH:28][C:17]([C:18]([N:20]([CH3:37])[CH2:21][C:22]4[CH:27]=[CH:26][CH:25]=[CH:24][N:23]=4)=[O:19])=[C:16]([CH3:30])[CH:15]=3)[CH2:10]2)[CH:3]=[C:2]([Cl:1])[CH:7]=1. Reactant: [Cl:1][C:2]1[CH:3]=[C:4]([C:9]2([C:31]([F:34])([F:33])[F:32])[O:13][N:12]=[C:11]([C:14]3[CH:29]=[CH:28][C:17]([C:18]([NH:20][CH2:21][C:22]4[CH:27]=[CH:26][CH:25]=[CH:24][N:23]=4)=[O:19])=[C:16]([CH3:30])[CH:15]=3)[CH2:10]2)[CH:5]=[C:6]([Cl:8])[CH:7]=1.[H-].[Na+].[CH3:37]I. (3) Reactant: [ClH:1].C(OCC)C.[F:7][C:8]1[CH:41]=[CH:40][C:11]2[N:12]([CH2:21][C@H:22]3[CH2:26][CH2:25][CH2:24][N:23]3[CH2:27][CH2:28][C:29]3[CH:34]=[CH:33][C:32]([N:35]4[CH2:39][CH2:38][CH2:37][CH2:36]4)=[CH:31][CH:30]=3)[C:13]3[CH:20]=[CH:19][CH:18]=[CH:17][C:14]=3[O:15][CH2:16][C:10]=2[CH:9]=1. Product: [ClH:1].[ClH:1].[F:7][C:8]1[CH:41]=[CH:40][C:11]2[N:12]([CH2:21][C@H:22]3[CH2:26][CH2:25][CH2:24][N:23]3[CH2:27][CH2:28][C:29]3[CH:30]=[CH:31][C:32]([N:35]4[CH2:36][CH2:37][CH2:38][CH2:39]4)=[CH:33][CH:34]=3)[C:13]3[CH:20]=[CH:19][CH:18]=[CH:17][C:14]=3[O:15][CH2:16][C:10]=2[CH:9]=1. The catalyst class is: 4. (4) Reactant: CS[C:3](=[C:6]([C:9]#[N:10])[C:7]#[N:8])SC.[N:11]1([CH2:17][CH2:18][CH2:19][NH2:20])[CH2:16][CH2:15][CH2:14][CH2:13][CH2:12]1.Cl.C(=O)([O-])O.[Na+]. Product: [N:11]1([CH2:17][CH2:18][CH2:19][NH:20][C:3](=[C:6]([C:9]#[N:10])[C:7]#[N:8])[NH:20][CH2:19][CH2:18][CH2:17][N:11]2[CH2:16][CH2:15][CH2:14][CH2:13][CH2:12]2)[CH2:16][CH2:15][CH2:14][CH2:13][CH2:12]1. The catalyst class is: 20. (5) Reactant: C([S:4][CH2:5][CH2:6][C:7]1[CH:16]=[CH:15][CH:14]=[C:13]([O:17][CH2:18][C:19]2[CH:24]=[CH:23][C:22]([C:25]([O:27]C)=[O:26])=[CH:21][CH:20]=2)[C:8]=1[C:9]([O:11]C)=[O:10])(=O)C.[OH-].[K+]. Product: [C:25]([C:22]1[CH:21]=[CH:20][C:19]([CH2:18][O:17][C:13]2[CH:14]=[CH:15][CH:16]=[C:7]([CH2:6][CH2:5][SH:4])[C:8]=2[C:9]([OH:11])=[O:10])=[CH:24][CH:23]=1)([OH:27])=[O:26]. The catalyst class is: 14. (6) Reactant: [CH2:1]([N:7]1[CH:12]=[CH:11][C:10]([NH:13]C(=O)C)=[N:9][C:8]1=[O:17])[CH2:2][CH2:3][CH2:4][CH2:5][CH3:6]. Product: [NH2:13][C:10]1[CH:11]=[CH:12][N:7]([CH2:1][CH2:2][CH2:3][CH2:4][CH2:5][CH3:6])[C:8](=[O:17])[N:9]=1. The catalyst class is: 547. (7) Reactant: [Cl:1][C:2]1[CH:3]=[C:4]([CH2:9][C:10]2[N:15]([C:16]([O:18][CH2:19][CH3:20])=[O:17])[CH2:14][CH2:13][C:12](=[O:21])[CH:11]=2)[CH:5]=[CH:6][C:7]=1[Cl:8].CCC(C)[BH-](C(C)CC)C(C)CC.[Li+].O. Product: [Cl:1][C:2]1[CH:3]=[C:4]([CH2:9][CH:10]2[CH2:11][C:12](=[O:21])[CH2:13][CH2:14][N:15]2[C:16]([O:18][CH2:19][CH3:20])=[O:17])[CH:5]=[CH:6][C:7]=1[Cl:8]. The catalyst class is: 1. (8) Reactant: C[O:2][C:3]([C:5]1[C:15]2[O:14][CH2:13][CH2:12][CH2:11][O:10][C:9]=2[C:8]([NH:16][C:17]([C:19]2[NH:20][C:21]3[C:26]([CH:27]=2)=[CH:25][CH:24]=[CH:23][CH:22]=3)=[O:18])=[CH:7][CH:6]=1)=[O:4].[OH-].[Na+]. Product: [NH:20]1[C:21]2[C:26](=[CH:25][CH:24]=[CH:23][CH:22]=2)[CH:27]=[C:19]1[C:17]([NH:16][C:8]1[C:9]2[O:10][CH2:11][CH2:12][CH2:13][O:14][C:15]=2[C:5]([C:3]([OH:4])=[O:2])=[CH:6][CH:7]=1)=[O:18]. The catalyst class is: 1.